The task is: Predict the product of the given reaction.. This data is from Forward reaction prediction with 1.9M reactions from USPTO patents (1976-2016). (1) Given the reactants [NH2:1][C:2]1[C:3]([C:7]2[NH:23][C:10]3=[CH:11][C:12]4[C:13]([CH3:22])([CH3:21])[C:14](=[O:20])[N:15]([CH2:18][CH3:19])[C:16]=4[CH:17]=[C:9]3[N:8]=2)=[N:4][NH:5][CH:6]=1.[CH:24]1([C:27](Cl)=[O:28])[CH2:26][CH2:25]1, predict the reaction product. The product is: [CH2:18]([N:15]1[C:16]2[CH:17]=[C:9]3[N:8]=[C:7]([C:3]4[C:2]([NH:1][C:27]([CH:24]5[CH2:26][CH2:25]5)=[O:28])=[CH:6][NH:5][N:4]=4)[NH:23][C:10]3=[CH:11][C:12]=2[C:13]([CH3:22])([CH3:21])[C:14]1=[O:20])[CH3:19]. (2) Given the reactants [CH2:1]([N:8]1[CH2:12][CH2:11][C:10](=[O:13])[CH2:9]1)[C:2]1[CH:7]=[CH:6][CH:5]=[CH:4][CH:3]=1.[CH3:14][Mg+].[Br-], predict the reaction product. The product is: [CH2:1]([N:8]1[CH2:12][CH2:11][C:10]([CH3:14])([OH:13])[CH2:9]1)[C:2]1[CH:3]=[CH:4][CH:5]=[CH:6][CH:7]=1. (3) The product is: [N+:1]([C:4]1[CH:5]=[C:6]2[C:10](=[CH:11][CH:12]=1)[N:9]([CH2:13][C:14]([OH:16])=[O:15])[CH:8]=[CH:7]2)([O-:3])=[O:2]. Given the reactants [N+:1]([C:4]1[CH:5]=[C:6]2[C:10](=[CH:11][CH:12]=1)[N:9]([CH2:13][C:14]([O:16]C)=[O:15])[CH:8]=[CH:7]2)([O-:3])=[O:2].[OH-].[K+], predict the reaction product. (4) Given the reactants [CH3:1][N:2]1[CH2:7][CH2:6][NH:5][CH2:4][CH2:3]1.[O:8]1[C:12]2([CH2:17][CH2:16][C:15](=O)[CH2:14][CH2:13]2)[O:11][CH2:10][CH2:9]1.[NH:19]1[CH:23]=[CH:22][N:21]=[N:20]1.O, predict the reaction product. The product is: [CH3:1][N:2]1[CH2:7][CH2:6][N:5]([C:15]2([N:19]3[CH:23]=[CH:22][N:21]=[N:20]3)[CH2:16][CH2:17][C:12]3([O:11][CH2:10][CH2:9][O:8]3)[CH2:13][CH2:14]2)[CH2:4][CH2:3]1. (5) Given the reactants C(=O)([O-])[O-].[K+].[K+].C(C(C(C(O)=O)O)O)(O)=O.[CH3:17][C@@H:18]1[CH2:22][CH2:21][CH2:20][NH:19]1.CC1C=CC(S(O[CH2:34][CH2:35][C:36]2[O:37][C:38]3[CH:44]=[CH:43][C:42]([C:45]4[CH:50]=[CH:49][C:48]([C:51]#[N:52])=[CH:47][CH:46]=4)=[CH:41][C:39]=3[CH:40]=2)(=O)=O)=CC=1, predict the reaction product. The product is: [CH3:17][C@@H:18]1[CH2:22][CH2:21][CH2:20][N:19]1[CH2:34][CH2:35][C:36]1[O:37][C:38]2[CH:44]=[CH:43][C:42]([C:45]3[CH:50]=[CH:49][C:48]([C:51]#[N:52])=[CH:47][CH:46]=3)=[CH:41][C:39]=2[CH:40]=1.